Dataset: Full USPTO retrosynthesis dataset with 1.9M reactions from patents (1976-2016). Task: Predict the reactants needed to synthesize the given product. (1) Given the product [NH2:9][C:10]1[CH:27]=[CH:26][C:13]([O:14][C:15]2[CH:20]=[CH:19][N:18]=[C:17]([NH:21][CH2:22][CH2:23][CH2:24][O:25][Si:1]([CH3:2])([CH3:3])[CH3:4])[N:16]=2)=[CH:12][CH:11]=1, predict the reactants needed to synthesize it. The reactants are: [Si:1](Cl)([C:4](C)(C)C)([CH3:3])[CH3:2].[NH2:9][C:10]1[CH:27]=[CH:26][C:13]([O:14][C:15]2[CH:20]=[CH:19][N:18]=[C:17]([NH:21][CH2:22][CH2:23][CH2:24][OH:25])[N:16]=2)=[CH:12][CH:11]=1.C(N(CC)CC)C. (2) Given the product [F:20][C:21]1[CH:26]=[C:25]([N:11]2[CH2:12][CH2:13][C@@H:9]([N:5]3[CH2:6][CH2:7][CH2:8][C@@H:4]3[CH3:3])[CH2:10]2)[CH:24]=[CH:23][C:22]=1[N+:28]([O-:30])=[O:29], predict the reactants needed to synthesize it. The reactants are: Cl.Cl.[CH3:3][C@H:4]1[CH2:8][CH2:7][CH2:6][N:5]1[C@@H:9]1[CH2:13][CH2:12][NH:11][CH2:10]1.C([O-])([O-])=O.[K+].[K+].[F:20][C:21]1[CH:26]=[C:25](F)[CH:24]=[CH:23][C:22]=1[N+:28]([O-:30])=[O:29].C([O-])(O)=O.[Na+]. (3) Given the product [CH3:10][O:9][C:7]([C:6]1[CH:11]=[CH:12][C:3]([CH2:2][N:20]2[CH2:19][CH2:18][N:17]([C:23]([O:25][C:26]([CH3:29])([CH3:28])[CH3:27])=[O:24])[CH2:22][CH2:21]2)=[C:4]([C:13]([F:16])([F:15])[F:14])[CH:5]=1)=[O:8], predict the reactants needed to synthesize it. The reactants are: Br[CH2:2][C:3]1[CH:12]=[CH:11][C:6]([C:7]([O:9][CH3:10])=[O:8])=[CH:5][C:4]=1[C:13]([F:16])([F:15])[F:14].[N:17]1([C:23]([O:25][C:26]([CH3:29])([CH3:28])[CH3:27])=[O:24])[CH2:22][CH2:21][NH:20][CH2:19][CH2:18]1.C([O-])([O-])=O.[Cs+].[Cs+].O.